Dataset: TCR-epitope binding with 47,182 pairs between 192 epitopes and 23,139 TCRs. Task: Binary Classification. Given a T-cell receptor sequence (or CDR3 region) and an epitope sequence, predict whether binding occurs between them. (1) The epitope is FLPRVFSAV. The TCR CDR3 sequence is CASSLAGTGELFF. Result: 0 (the TCR does not bind to the epitope). (2) The epitope is KAYNVTQAF. The TCR CDR3 sequence is CSVAGGRTGELFF. Result: 0 (the TCR does not bind to the epitope). (3) The epitope is ILHCANFNV. The TCR CDR3 sequence is CASSYFGEGTGELFF. Result: 0 (the TCR does not bind to the epitope).